Task: Predict the reaction yield, written as a fraction of the theoretical maximum amount of product (1.0 means a 100% yield; for example, 0.34 means a 34% yield).. Dataset: Reaction yield outcomes from USPTO patents with 853,638 reactions (1) The reactants are [N:1]1([CH2:7][CH2:8][CH2:9][NH2:10])[CH2:6][CH2:5][O:4][CH2:3][CH2:2]1.Cl[C:12]1[N:13]=[N+:14]([O-:26])[C:15]2[CH:25]=[C:24]3[C:19]([CH2:20][CH2:21][CH2:22][CH2:23]3)=[CH:18][C:16]=2[N:17]=1. The catalyst is COCCOC. The product is [N:1]1([CH2:7][CH2:8][CH2:9][NH:10][C:12]2[N:13]=[N+:14]([O-:26])[C:15]3[CH:25]=[C:24]4[C:19]([CH2:20][CH2:21][CH2:22][CH2:23]4)=[CH:18][C:16]=3[N:17]=2)[CH2:6][CH2:5][O:4][CH2:3][CH2:2]1. The yield is 1.00. (2) The reactants are Br[C:2]1[CH:20]=[CH:19][C:5]([O:6][CH2:7][CH2:8][O:9][C:10]2[C:15]([Cl:16])=[CH:14][C:13]([CH3:17])=[CH:12][C:11]=2[Cl:18])=[CH:4][CH:3]=1.[Li]CCCC.CN1C(=O)N(C)CCC1.[C:35]([O:39][C:40]([N:42]1[CH2:47][CH2:46][C:45](=[O:48])[CH:44]([C:49](=[O:66])[N:50]([CH2:54][C:55]2[CH:60]=[C:59]([CH2:61][CH2:62][O:63][CH3:64])[CH:58]=[CH:57][C:56]=2[Cl:65])[CH:51]2[CH2:53][CH2:52]2)[CH2:43]1)=[O:41])([CH3:38])([CH3:37])[CH3:36].[NH4+].[Cl-]. The catalyst is C1COCC1. The product is [C:35]([O:39][C:40]([N:42]1[CH2:47][CH2:46][C@:45]([C:2]2[CH:20]=[CH:19][C:5]([O:6][CH2:7][CH2:8][O:9][C:10]3[C:15]([Cl:16])=[CH:14][C:13]([CH3:17])=[CH:12][C:11]=3[Cl:18])=[CH:4][CH:3]=2)([OH:48])[C@H:44]([C:49](=[O:66])[N:50]([CH2:54][C:55]2[CH:60]=[C:59]([CH2:61][CH2:62][O:63][CH3:64])[CH:58]=[CH:57][C:56]=2[Cl:65])[CH:51]2[CH2:52][CH2:53]2)[CH2:43]1)=[O:41])([CH3:38])([CH3:36])[CH3:37]. The yield is 0.120. (3) The reactants are [C:1]1([C:13]2[CH:18]=[CH:17][CH:16]=[CH:15][CH:14]=2)[CH:6]=[CH:5][C:4]([C:7]([CH2:9][CH2:10][CH:11]=O)=[O:8])=[CH:3][CH:2]=1.C(C(P(O)(O)=O)/C(/CC)=[C:23](\[CH2:27][CH3:28])/[C:24]([O-:26])=[O:25])C.[H-].[Na+].[CH2:37]1COC[CH2:38]1. No catalyst specified. The product is [CH2:37]([O:26][C:24](=[O:25])/[CH:23]=[CH:27]/[CH:28]=[CH:11]/[CH2:10][CH2:9][C:7]([C:4]1[CH:5]=[CH:6][C:1]([C:13]2[CH:18]=[CH:17][CH:16]=[CH:15][CH:14]=2)=[CH:2][CH:3]=1)=[O:8])[CH3:38]. The yield is 0.400. (4) The reactants are F[P-](F)(F)(F)(F)F.[N:8]1(O[P+](N(C)C)(N(C)C)N(C)C)[C:12]2[CH:13]=[CH:14][CH:15]=[CH:16][C:11]=2N=N1.[CH:28]1([CH2:34][C@H:35]([N:39]2[CH2:47][C:46]3[C:41](=[CH:42][CH:43]=[CH:44][CH:45]=3)[C:40]2=[O:48])[C:36](O)=[O:37])[CH2:33][CH2:32][CH2:31][CH2:30][CH2:29]1.NC1C=CC=CN=1.C1(C[C@@H](N2CC3C(=CC=CC=3)C2=O)[C:64]([NH:66]C2SC=CN=2)=[O:65])CCCCC1. No catalyst specified. The product is [O:65]1[C:11]2[CH:16]=[CH:15][CH:14]=[CH:13][C:12]=2[N:8]=[C:64]1[NH:66][C:36](=[O:37])[C@@H:35]([N:39]1[CH2:47][C:46]2[C:41](=[CH:42][CH:43]=[CH:44][CH:45]=2)[C:40]1=[O:48])[CH2:34][CH:28]1[CH2:33][CH2:32][CH2:31][CH2:30][CH2:29]1. The yield is 0.450. (5) The product is [CH3:1][N:2]1[CH2:7][CH2:6][CH:5]([C:8]2[C:16]3[C:11](=[CH:12][CH:13]=[C:14]([OH:17])[CH:15]=3)[NH:10][CH:9]=2)[CH2:4][CH2:3]1. The yield is 0.900. The reactants are [CH3:1][N:2]1[CH2:7][CH:6]=[C:5]([C:8]2[C:16]3[C:11](=[CH:12][CH:13]=[C:14]([OH:17])[CH:15]=3)[NH:10][CH:9]=2)[CH2:4][CH2:3]1.C([SiH](CC)CC)C. The catalyst is ClCCl. (6) The reactants are [CH:1]1(B2OC(C)(C)C(C)(C)O2)[CH2:3][CH2:2]1.Br[C:14]1[C:18]([NH:19][C:20](=[O:26])[O:21][C:22]([CH3:25])([CH3:24])[CH3:23])=[CH:17][N:16]([C:27]2[CH:28]=[N:29][CH:30]=[C:31]([F:33])[CH:32]=2)[N:15]=1.C(O)C.C(=O)([O-])[O-].[K+].[K+]. The yield is 0.719. The catalyst is C1(C)C=CC=CC=1.C1C=CC([P]([Pd]([P](C2C=CC=CC=2)(C2C=CC=CC=2)C2C=CC=CC=2)([P](C2C=CC=CC=2)(C2C=CC=CC=2)C2C=CC=CC=2)[P](C2C=CC=CC=2)(C2C=CC=CC=2)C2C=CC=CC=2)(C2C=CC=CC=2)C2C=CC=CC=2)=CC=1.O. The product is [CH:1]1([C:14]2[C:18]([NH:19][C:20](=[O:26])[O:21][C:22]([CH3:25])([CH3:24])[CH3:23])=[CH:17][N:16]([C:27]3[CH:28]=[N:29][CH:30]=[C:31]([F:33])[CH:32]=3)[N:15]=2)[CH2:3][CH2:2]1.[F:33][C:31]1[CH:32]=[C:27]([N:16]2[CH:17]=[C:18]([NH:19][C:20](=[O:26])[O:21][C:22]([CH3:24])([CH3:23])[CH3:25])[CH:14]=[N:15]2)[CH:28]=[N:29][CH:30]=1. (7) The reactants are C(OC(=O)[NH:7][C:8]1[CH:13]=[CH:12][CH:11]=[C:10]([O:14][C:15]2[CH:20]=[C:19]([F:21])[CH:18]=[C:17]([NH:22][C:23]3[CH:28]=[CH:27][C:26]([I:29])=[CH:25][C:24]=3[F:30])[C:16]=2[C:31](=[O:33])[NH2:32])[CH:9]=1)(C)(C)C.C(O)(C(F)(F)F)=O. The catalyst is ClCCl. The product is [NH2:7][C:8]1[CH:9]=[C:10]([CH:11]=[CH:12][CH:13]=1)[O:14][C:15]1[CH:20]=[C:19]([F:21])[CH:18]=[C:17]([NH:22][C:23]2[CH:28]=[CH:27][C:26]([I:29])=[CH:25][C:24]=2[F:30])[C:16]=1[C:31]([NH2:32])=[O:33]. The yield is 0.960. (8) The reactants are B(F)(F)F.CCOCC.[CH3:10][O:11][CH2:12][O:13][CH3:14].[Cl:15][C:16]1[CH:21]=[C:20](CO)[CH:19]=[C:18]([O:24][CH3:25])[N:17]=1. The catalyst is ClCCl. The product is [Cl:15][C:16]1[CH:21]=[C:20]([CH2:10][O:11][CH2:12][O:13][CH3:14])[CH:19]=[C:18]([O:24][CH3:25])[N:17]=1. The yield is 0.950.